Dataset: Forward reaction prediction with 1.9M reactions from USPTO patents (1976-2016). Task: Predict the product of the given reaction. (1) Given the reactants [CH3:1][N:2]([CH3:9])[C:3]1[CH:8]=[CH:7][CH:6]=[CH:5][CH:4]=1.[F-].[CH2:24]([N+]([CH2:24][CH2:25][CH2:26][CH3:27])([CH2:24][CH2:25][CH2:26][CH3:27])[CH2:24][CH2:25][CH2:26][CH3:27])[CH2:25][CH2:26][CH3:27].[CH2:28]1COCC1, predict the reaction product. The product is: [CH3:1][N:2]([C:9]1[CH:27]=[CH:26][CH:25]=[CH:24][CH:28]=1)[C:3]1[CH:8]=[CH:7][CH:6]=[CH:5][CH:4]=1. (2) The product is: [F:16][C:10]1[CH:11]=[C:12]([CH:14]=[CH:15][C:9]=1[O:8][C:6]1[CH:5]=[CH:4][N:3]=[C:2]([C:21]2[CH:20]=[N:19][N:18]([CH3:17])[CH:22]=2)[CH:7]=1)[NH2:13]. Given the reactants Cl[C:2]1[CH:7]=[C:6]([O:8][C:9]2[CH:15]=[CH:14][C:12]([NH2:13])=[CH:11][C:10]=2[F:16])[CH:5]=[CH:4][N:3]=1.[CH3:17][N:18]1[CH:22]=[C:21](B2OC(C)(C)C(C)(C)O2)[CH:20]=[N:19]1.C([O-])([O-])=O.[Na+].[Na+], predict the reaction product. (3) Given the reactants [N+:1]([C:4]1[CH:9]=[CH:8][C:7]([N:10]2[CH2:18][CH2:17][NH:16][CH2:15][CH2:14][NH:13][CH2:12][CH2:11]2)=[CH:6][CH:5]=1)([O-])=O.[Cl-].[NH4+], predict the reaction product. The product is: [NH2:1][C:4]1[CH:5]=[CH:6][C:7]([N:10]2[CH2:11][CH2:12][NH:13][CH2:14][CH2:15][NH:16][CH2:17][CH2:18]2)=[CH:8][CH:9]=1. (4) Given the reactants C(=O)([O-])[O-].[K+].[K+].[I-].[Na+].[CH3:9][O:10][C:11](=[O:23])[CH2:12][O:13][C:14]1[CH:19]=[CH:18][C:17]([NH:20][CH3:21])=[CH:16][C:15]=1[CH3:22].Cl[CH2:25][C:26]1[CH:31]=[N:30][C:29]([C:32]2[CH:37]=[CH:36][C:35]([C:38]([F:41])([F:40])[F:39])=[CH:34][CH:33]=2)=[CH:28][N:27]=1, predict the reaction product. The product is: [CH3:9][O:10][C:11](=[O:23])[CH2:12][O:13][C:14]1[CH:19]=[CH:18][C:17]([N:20]([CH3:21])[CH2:25][C:26]2[CH:31]=[N:30][C:29]([C:32]3[CH:37]=[CH:36][C:35]([C:38]([F:41])([F:40])[F:39])=[CH:34][CH:33]=3)=[CH:28][N:27]=2)=[CH:16][C:15]=1[CH3:22]. (5) Given the reactants [Cl:1][C:2]1[CH:3]=[C:4]([S:9]([NH:12][C:13]2[CH:22]=[CH:21][CH:20]=[C:19]3[C:14]=2[CH:15]=[CH:16][CH:17]=[C:18]3[C:23]([OH:25])=O)(=[O:11])=[O:10])[CH:5]=[C:6]([Cl:8])[CH:7]=1.[NH3:26], predict the reaction product. The product is: [Cl:1][C:2]1[CH:3]=[C:4]([S:9]([NH:12][C:13]2[CH:22]=[CH:21][CH:20]=[C:19]3[C:14]=2[CH:15]=[CH:16][CH:17]=[C:18]3[C:23]([NH2:26])=[O:25])(=[O:11])=[O:10])[CH:5]=[C:6]([Cl:8])[CH:7]=1. (6) Given the reactants [OH:1][C@@:2]1([C:9]#[C:10][C:11]2[CH:12]=[C:13]([N:17]3[C:21]4=[N:22][C:23]([C:26]5[CH:27]=[N:28][N:29]([CH3:31])[CH:30]=5)=[CH:24][CH:25]=[C:20]4[C:19]([C:32]([O:34]C)=O)=[N:18]3)[CH:14]=[CH:15][CH:16]=2)[CH2:6][CH2:5][N:4]([CH3:7])[C:3]1=[O:8].[NH3:36], predict the reaction product. The product is: [OH:1][C@@:2]1([C:9]#[C:10][C:11]2[CH:12]=[C:13]([N:17]3[C:21]4=[N:22][C:23]([C:26]5[CH:27]=[N:28][N:29]([CH3:31])[CH:30]=5)=[CH:24][CH:25]=[C:20]4[C:19]([C:32]([NH2:36])=[O:34])=[N:18]3)[CH:14]=[CH:15][CH:16]=2)[CH2:6][CH2:5][N:4]([CH3:7])[C:3]1=[O:8]. (7) Given the reactants [Cl:1][C:2]([Cl:7])([Cl:6])[C:3](Cl)=[O:4].[CH3:8][N:9]1[CH:13]=[CH:12]N=[CH:10]1.[CH2:14](Cl)Cl, predict the reaction product. The product is: [CH3:8][N:9]1[CH:13]=[CH:12][CH:14]=[C:10]1[C:3](=[O:4])[C:2]([Cl:7])([Cl:6])[Cl:1]. (8) Given the reactants C([O:3][C:4]([C:6]1[N:11]2[N:12]=[CH:13][CH:14]=[C:10]2[N:9]=[C:8]([C:15]2[CH:20]=[CH:19][C:18]([Cl:21])=[CH:17][CH:16]=2)[CH:7]=1)=O)C.[BH4-].[Na+], predict the reaction product. The product is: [Cl:21][C:18]1[CH:19]=[CH:20][C:15]([C:8]2[CH:7]=[C:6]([CH2:4][OH:3])[N:11]3[N:12]=[CH:13][CH:14]=[C:10]3[N:9]=2)=[CH:16][CH:17]=1. (9) The product is: [Cl:1][C:2]1[CH:7]=[CH:6][C:5]([CH:8]([C:19]2[CH:20]=[CH:21][C:22]([S:25]([CH3:28])(=[O:26])=[O:27])=[CH:23][CH:24]=2)[CH2:9][C:10]([C:12]2[CH:13]=[CH:14][C:15](=[O:18])[N:16]([CH2:31][CH2:32][OH:33])[CH:17]=2)=[O:11])=[C:4]([CH3:29])[CH:3]=1. Given the reactants [Cl:1][C:2]1[CH:7]=[CH:6][C:5]([CH:8]([C:19]2[CH:24]=[CH:23][C:22]([S:25]([CH3:28])(=[O:27])=[O:26])=[CH:21][CH:20]=2)[CH2:9][C:10]([C:12]2[CH:13]=[CH:14][C:15](=[O:18])[NH:16][CH:17]=2)=[O:11])=[C:4]([CH3:29])[CH:3]=1.Br[CH2:31][CH2:32][OH:33].C(=O)([O-])[O-].[K+].[K+], predict the reaction product.